Task: Regression/Classification. Given a drug SMILES string, predict its absorption, distribution, metabolism, or excretion properties. Task type varies by dataset: regression for continuous measurements (e.g., permeability, clearance, half-life) or binary classification for categorical outcomes (e.g., BBB penetration, CYP inhibition). For this dataset (lipophilicity_astrazeneca), we predict Y.. Dataset: Experimental lipophilicity measurements (octanol/water distribution) for 4,200 compounds from AstraZeneca The drug is Cc1[nH]c(C(=O)NC2CCN(c3nc(C(=O)O)cs3)CC2)c(Cl)c1Cl. The Y is 0.140 logD.